Dataset: Catalyst prediction with 721,799 reactions and 888 catalyst types from USPTO. Task: Predict which catalyst facilitates the given reaction. (1) Reactant: [CH:1]1([CH:4]([C:13]([N:15]2[CH2:20][CH2:19][C:18]3[N:21]=[C:22]([C:24]4[CH:29]=[CH:28][CH:27]=[CH:26][CH:25]=4)[O:23][C:17]=3[CH2:16]2)=[O:14])[CH2:5][C:6]([O:8][C:9](C)(C)C)=[O:7])[CH2:3][CH2:2]1. Product: [CH:1]1([CH:4]([C:13]([N:15]2[CH2:20][CH2:19][C:18]3[N:21]=[C:22]([C:24]4[CH:29]=[CH:28][CH:27]=[CH:26][CH:25]=4)[O:23][C:17]=3[CH2:16]2)=[O:14])[CH2:5][C:6]([O:8][CH3:9])=[O:7])[CH2:3][CH2:2]1. The catalyst class is: 33. (2) Reactant: [C:1]([C:5]1[CH:12]=[CH:11][C:8]([CH:9]=O)=[CH:7][CH:6]=1)([CH3:4])([CH3:3])[CH3:2].[CH3:13][O:14][C:15]1[CH:16]=[C:17]([CH2:21][CH2:22][NH2:23])[CH:18]=[CH:19][CH:20]=1.[BH4-].[Na+].Cl. Product: [C:1]([C:5]1[CH:12]=[CH:11][C:8]([CH2:9][NH:23][CH2:22][CH2:21][C:17]2[CH:18]=[CH:19][CH:20]=[C:15]([O:14][CH3:13])[CH:16]=2)=[CH:7][CH:6]=1)([CH3:4])([CH3:3])[CH3:2]. The catalyst class is: 5.